Dataset: Catalyst prediction with 721,799 reactions and 888 catalyst types from USPTO. Task: Predict which catalyst facilitates the given reaction. Reactant: [CH2:1]([O:3][C:4]1[CH:5]=[C:6]([C:13](=[O:19])[CH2:14][CH2:15][C:16]([OH:18])=O)[CH:7]=[CH:8][C:9]=1[O:10][CH2:11][CH3:12])[CH3:2].[C:20]1([C:26]2[C:35]3[C:30](=[CH:31][CH:32]=[CH:33][CH:34]=3)[CH:29]=[C:28]([NH2:36])[N:27]=2)[CH:25]=[CH:24][CH:23]=[CH:22][CH:21]=1.CCN=C=NCCCN(C)C.C1C=CC2N(O)N=NC=2C=1. The catalyst class is: 10. Product: [CH2:1]([O:3][C:4]1[CH:5]=[C:6]([C:13](=[O:19])[CH2:14][CH2:15][C:16]([NH:36][C:28]2[N:27]=[C:26]([C:20]3[CH:25]=[CH:24][CH:23]=[CH:22][CH:21]=3)[C:35]3[C:30]([CH:29]=2)=[CH:31][CH:32]=[CH:33][CH:34]=3)=[O:18])[CH:7]=[CH:8][C:9]=1[O:10][CH2:11][CH3:12])[CH3:2].